Dataset: Full USPTO retrosynthesis dataset with 1.9M reactions from patents (1976-2016). Task: Predict the reactants needed to synthesize the given product. Given the product [Cl:15][CH2:16][C:17]([C:10]1[CH:9]=[C:8]2[C:13](=[CH:12][CH:11]=1)[NH:5][C:6](=[O:14])[CH2:7]2)=[O:18], predict the reactants needed to synthesize it. The reactants are: [Cl-].[Al+3].[Cl-].[Cl-].[NH:5]1[C:13]2[C:8](=[CH:9][CH:10]=[CH:11][CH:12]=2)[CH2:7][C:6]1=[O:14].[Cl:15][CH2:16][C:17](Cl)=[O:18].Cl.